From a dataset of Peptide-MHC class I binding affinity with 185,985 pairs from IEDB/IMGT. Regression. Given a peptide amino acid sequence and an MHC pseudo amino acid sequence, predict their binding affinity value. This is MHC class I binding data. (1) The peptide sequence is TMTDDIGMGV. The MHC is HLA-A68:02 with pseudo-sequence HLA-A68:02. The binding affinity (normalized) is 0.560. (2) The peptide sequence is FISRNKNIF. The MHC is HLA-B15:03 with pseudo-sequence HLA-B15:03. The binding affinity (normalized) is 0.233. (3) The MHC is HLA-A24:02 with pseudo-sequence HLA-A24:02. The binding affinity (normalized) is 0.797. The peptide sequence is LCPFRGFFPF. (4) The peptide sequence is NIREGTHVLL. The MHC is HLA-A02:01 with pseudo-sequence HLA-A02:01. The binding affinity (normalized) is 0.121. (5) The peptide sequence is DEWECTRDD. The MHC is HLA-B18:01 with pseudo-sequence HLA-B18:01. The binding affinity (normalized) is 0.622. (6) The peptide sequence is CIVAAVIIM. The MHC is HLA-A02:03 with pseudo-sequence HLA-A02:03. The binding affinity (normalized) is 0.329. (7) The peptide sequence is SALNHTKKW. The MHC is HLA-B15:01 with pseudo-sequence HLA-B15:01. The binding affinity (normalized) is 0.0847.